This data is from Peptide-MHC class II binding affinity with 134,281 pairs from IEDB. The task is: Regression. Given a peptide amino acid sequence and an MHC pseudo amino acid sequence, predict their binding affinity value. This is MHC class II binding data. The peptide sequence is ETALKKAITAMSE. The MHC is DRB4_0101 with pseudo-sequence DRB4_0103. The binding affinity (normalized) is 0.432.